This data is from Catalyst prediction with 721,799 reactions and 888 catalyst types from USPTO. The task is: Predict which catalyst facilitates the given reaction. Reactant: [CH3:1][C:2]1([CH3:42])C2C(=C(P(C3C=CC=CC=3)C3C=CC=CC=3)C=CC=2)OC2C(P(C3C=CC=CC=3)C3C=CC=CC=3)=CC=C[C:3]1=2.[N:43]#N.Br[C:46]1[CH:47]=[N:48][CH:49]=[C:50]([F:67])[C:51]=1[N:52]1[CH2:57][CH2:56][CH:55]([C:58]([N:60]2[CH2:65][CH2:64][N:63]([CH3:66])[CH2:62][CH2:61]2)=[O:59])[CH2:54][CH2:53]1.[C:68]([O-:71])([O-])=[O:69].[Cs+].[Cs+]. Product: [F:67][C:50]1[C:51]([N:52]2[CH2:57][CH2:56][CH:55]([C:58]([N:60]3[CH2:65][CH2:64][N:63]([CH3:66])[CH2:62][CH2:61]3)=[O:59])[CH2:54][CH2:53]2)=[C:46]([NH:43][C:68](=[O:69])[O:71][C:2]([CH3:42])([CH3:3])[CH3:1])[CH:47]=[N:48][CH:49]=1. The catalyst class is: 62.